From a dataset of Forward reaction prediction with 1.9M reactions from USPTO patents (1976-2016). Predict the product of the given reaction. (1) Given the reactants [NH2:1][C@H:2]1[C:11]2[C:6](=[CH:7][CH:8]=[C:9]([Br:12])[CH:10]=2)[N:5]([C:13](=[O:15])[CH3:14])[C@@H:4]([CH3:16])[CH2:3]1.Cl[C:18]1[N:19]=[CH:20][C:21]([C:24]#[N:25])=[N:22][CH:23]=1.CCN(C(C)C)C(C)C, predict the reaction product. The product is: [C:13]([N:5]1[C:6]2[C:11](=[CH:10][C:9]([Br:12])=[CH:8][CH:7]=2)[C@H:2]([NH:1][C:18]2[N:19]=[CH:20][C:21]([C:24]#[N:25])=[N:22][CH:23]=2)[CH2:3][C@@H:4]1[CH3:16])(=[O:15])[CH3:14]. (2) Given the reactants C([O:3][CH:4](OCC)[C:5]1[CH:10]=[C:9]([NH:11][C:12]2[S:13][C:14]3[C:19]([N:20]=2)=[CH:18][CH:17]=[CH:16][N:15]=3)[N:8]=[C:7]([NH:21][C@H:22]2[CH2:27][CH2:26][C@H:25]([OH:28])[CH2:24][CH2:23]2)[N:6]=1)C.Cl, predict the reaction product. The product is: [OH:28][C@H:25]1[CH2:26][CH2:27][C@H:22]([NH:21][C:7]2[N:6]=[C:5]([CH:4]=[O:3])[CH:10]=[C:9]([NH:11][C:12]3[S:13][C:14]4[C:19]([N:20]=3)=[CH:18][CH:17]=[CH:16][N:15]=4)[N:8]=2)[CH2:23][CH2:24]1. (3) Given the reactants [Cl:1][C:2]1[CH:3]=[C:4]([CH:19]=[CH:20][C:21]=1[Cl:22])[O:5][CH:6]1[CH2:11][CH2:10][N:9]([CH2:12][CH:13]2[CH2:18][CH2:17][NH:16][CH2:15][CH2:14]2)[CH2:8][CH2:7]1.[CH3:23][O:24][C:25]1[CH:33]=[CH:32][C:28]([C:29](O)=[O:30])=[CH:27][C:26]=1[S:34]([CH3:37])(=[O:36])=[O:35].C(N(C(C)C)CC)(C)C.C1CN([P+](Br)(N2CCCC2)N2CCCC2)CC1.F[P-](F)(F)(F)(F)F, predict the reaction product. The product is: [Cl:1][C:2]1[CH:3]=[C:4]([CH:19]=[CH:20][C:21]=1[Cl:22])[O:5][CH:6]1[CH2:7][CH2:8][N:9]([CH2:12][CH:13]2[CH2:14][CH2:15][N:16]([C:29](=[O:30])[C:28]3[CH:32]=[CH:33][C:25]([O:24][CH3:23])=[C:26]([S:34]([CH3:37])(=[O:36])=[O:35])[CH:27]=3)[CH2:17][CH2:18]2)[CH2:10][CH2:11]1. (4) Given the reactants [C:1]([C:5]1[N:6]([CH2:31][C:32](=[O:36])[C:33]([OH:35])=[O:34])[C:7]2[C:12]([CH:13]=1)=[CH:11][C:10]([NH:14][C:15]([C:17]1([C:20]3[CH:30]=[CH:29][C:23]4[O:24][C:25]([F:28])([F:27])[O:26][C:22]=4[CH:21]=3)[CH2:19][CH2:18]1)=[O:16])=[CH:9][CH:8]=2)([CH3:4])([CH3:3])[CH3:2].[BH4-].[Na+], predict the reaction product. The product is: [C:1]([C:5]1[N:6]([CH2:31][CH:32]([OH:36])[C:33]([OH:35])=[O:34])[C:7]2[C:12]([CH:13]=1)=[CH:11][C:10]([NH:14][C:15]([C:17]1([C:20]3[CH:30]=[CH:29][C:23]4[O:24][C:25]([F:28])([F:27])[O:26][C:22]=4[CH:21]=3)[CH2:19][CH2:18]1)=[O:16])=[CH:9][CH:8]=2)([CH3:4])([CH3:2])[CH3:3].